Dataset: Full USPTO retrosynthesis dataset with 1.9M reactions from patents (1976-2016). Task: Predict the reactants needed to synthesize the given product. (1) Given the product [Cl:21][C:35]1[C:34]([CH:33]2[CH2:22][N:23]([C:24](=[O:43])[CH2:25][C:26]#[N:27])[CH2:32]2)=[CH:18][C:17]([C:15]#[N:16])=[CH:37][C:36]=1[NH:41][C:6]1[N:5]=[C:4]([NH:3][CH2:1][CH3:2])[C:9]2=[N:10][CH:11]=[C:12]([C:13]#[N:14])[N:8]2[N:7]=1, predict the reactants needed to synthesize it. The reactants are: [CH2:1]([NH:3][C:4]1[C:9]2=[N:10][CH:11]=[C:12]([C:13]#[N:14])[N:8]2[N:7]=[CH:6][N:5]=1)[CH3:2].[C:15]([CH2:17][C:18](O)=O)#[N:16].[ClH:21].[CH3:22][N:23]([CH3:32])[CH2:24][CH2:25][CH2:26][N:27]=C=NCC.[CH:33]1C=[C:37]2N=N[N:41](O)[C:36]2=[CH:35][CH:34]=1.[OH2:43].C([O-])(=O)C.[NH4+]. (2) Given the product [Cl:1][C:2]1[CH:10]=[C:6]([C:7]([O:9][CH3:12])=[O:8])[C:5]([NH2:11])=[CH:4][CH:3]=1, predict the reactants needed to synthesize it. The reactants are: [Cl:1][C:2]1[CH:10]=[C:6]([C:7]([OH:9])=[O:8])[C:5]([NH2:11])=[CH:4][CH:3]=1.[CH3:12]OS(OC)(=O)=O.C([O-])([O-])=O.[K+].[K+].